This data is from Catalyst prediction with 721,799 reactions and 888 catalyst types from USPTO. The task is: Predict which catalyst facilitates the given reaction. (1) Product: [F:1][C:2]1[CH:3]=[CH:4][C:5]([CH2:6][O:7][CH2:8][CH2:9][O:10][S:21]([CH3:20])(=[O:23])=[O:22])=[CH:11][CH:12]=1. The catalyst class is: 2. Reactant: [F:1][C:2]1[CH:12]=[CH:11][C:5]([CH2:6][O:7][CH2:8][CH2:9][OH:10])=[CH:4][CH:3]=1.C(N(CC)CC)C.[CH3:20][S:21](Cl)(=[O:23])=[O:22]. (2) Reactant: [CH3:1][O:2][C:3]([C:5]1[CH:10]=[C:9]([Br:11])[C:8](=[O:12])[N:7]([CH2:13][CH:14]([CH2:17][CH3:18])[CH2:15][CH3:16])[C:6]=1[CH3:19])=[O:4].[Br:20]N1C(=O)CCC1=O.C(OOC(=O)C1C=CC=CC=1)(=O)C1C=CC=CC=1. Product: [CH3:1][O:2][C:3]([C:5]1[CH:10]=[C:9]([Br:11])[C:8](=[O:12])[N:7]([CH2:13][CH:14]([CH2:17][CH3:18])[CH2:15][CH3:16])[C:6]=1[CH2:19][Br:20])=[O:4]. The catalyst class is: 53. (3) Reactant: [C:1]([C:3]1[CH:4]=[C:5]([C:16]2[CH:21]=[CH:20][N:19]=[C:18]3[N:22]([S:37]([C:40]4[CH:45]=[CH:44][CH:43]=[CH:42][CH:41]=4)(=[O:39])=[O:38])[C:23]([C:25]4[CH2:26][N:27](C(OC(C)(C)C)=O)[CH2:28][CH:29]=4)=[CH:24][C:17]=23)[CH:6]=[CH:7][C:8]=1[O:9][CH:10]1[CH2:15][CH2:14][O:13][CH2:12][CH2:11]1)#[N:2].FC(F)(F)C(O)=O. Product: [NH:27]1[CH2:28][CH:29]=[C:25]([C:23]2[N:22]([S:37]([C:40]3[CH:41]=[CH:42][CH:43]=[CH:44][CH:45]=3)(=[O:39])=[O:38])[C:18]3=[N:19][CH:20]=[CH:21][C:16]([C:5]4[CH:6]=[CH:7][C:8]([O:9][CH:10]5[CH2:11][CH2:12][O:13][CH2:14][CH2:15]5)=[C:3]([CH:4]=4)[C:1]#[N:2])=[C:17]3[CH:24]=2)[CH2:26]1. The catalyst class is: 4. (4) Reactant: [F:1][C:2]1[CH:3]=[C:4]([CH:38]=[CH:39][C:40]=1[F:41])[CH2:5][O:6][C:7]1([C:30]([NH:32][CH2:33][C:34]([F:37])([F:36])[F:35])=[O:31])[CH2:12][CH2:11][CH2:10][N:9]2[C:13]([C:16]3[CH:21]=[CH:20][C:19]([C:22]4[O:26][C:25]([CH3:27])=[N:24][CH:23]=4)=[C:18]([O:28][CH3:29])[CH:17]=3)=[N:14][N:15]=[C:8]12.[C:42](=O)([O-])[O-].[Cs+].[Cs+].CI.O. Product: [F:1][C:2]1[CH:3]=[C:4]([CH:38]=[CH:39][C:40]=1[F:41])[CH2:5][O:6][C:7]1([C:30]([N:32]([CH3:42])[CH2:33][C:34]([F:37])([F:35])[F:36])=[O:31])[CH2:12][CH2:11][CH2:10][N:9]2[C:13]([C:16]3[CH:21]=[CH:20][C:19]([C:22]4[O:26][C:25]([CH3:27])=[N:24][CH:23]=4)=[C:18]([O:28][CH3:29])[CH:17]=3)=[N:14][N:15]=[C:8]12. The catalyst class is: 3. (5) Reactant: [CH3:1][C:2]1[CH:7]=[CH:6][C:5]([C:8]2[CH:13]=[C:12]([C:14]([O:16][CH3:17])=[O:15])[CH:11]=[C:10]([C:18]([O:20]C)=[O:19])[CH:9]=2)=[CH:4][CH:3]=1.[OH-].[Na+]. Product: [CH3:17][O:16][C:14]([C:12]1[CH:11]=[C:10]([C:18]([OH:20])=[O:19])[CH:9]=[C:8]([C:5]2[CH:6]=[CH:7][C:2]([CH3:1])=[CH:3][CH:4]=2)[CH:13]=1)=[O:15]. The catalyst class is: 5. (6) Reactant: [N:1]1[CH:6]=[CH:5][CH:4]=[C:3]([C:7]([C:9]2[CH:16]=[CH:15][C:12]([CH2:13][OH:14])=[CH:11][CH:10]=2)=[O:8])[CH:2]=1.C(N(CC)CC)C.[CH3:24][S:25](Cl)(=[O:27])=[O:26]. Product: [CH3:24][S:25]([O:14][CH2:13][C:12]1[CH:11]=[CH:10][C:9]([C:7]([C:3]2[CH:2]=[N:1][CH:6]=[CH:5][CH:4]=2)=[O:8])=[CH:16][CH:15]=1)(=[O:27])=[O:26]. The catalyst class is: 4. (7) Reactant: C(N(C(C)C)CC)(C)C.[C:10](N1C=CN=C1)(N1C=CN=C1)=[O:11].[CH2:22]([NH:24][C:25]([NH:27][C:28]1[N:33]=[CH:32][C:31]([C:34]2[CH:35]=[N:36][CH:37]=[C:38]([C:40]([NH:42][NH2:43])=[O:41])[CH:39]=2)=[C:30]([C:44]2[S:45][CH:46]=[C:47]([C:49]([F:52])([F:51])[F:50])[N:48]=2)[CH:29]=1)=[O:26])[CH3:23]. Product: [CH2:22]([NH:24][C:25]([NH:27][C:28]1[N:33]=[CH:32][C:31]([C:34]2[CH:35]=[N:36][CH:37]=[C:38]([C:40]3[O:41][C:10](=[O:11])[NH:43][N:42]=3)[CH:39]=2)=[C:30]([C:44]2[S:45][CH:46]=[C:47]([C:49]([F:52])([F:51])[F:50])[N:48]=2)[CH:29]=1)=[O:26])[CH3:23]. The catalyst class is: 18. (8) Reactant: [F:1][C:2]1[CH:3]=[CH:4][C:5]([CH3:17])=[C:6]([CH:8]=[N:9][C:10]([O:12][Si](C)(C)C)=[CH2:11])[CH:7]=1.[C:18]([O:22][C:23]([N:25]1[C:33]2[C:28](=[CH:29][CH:30]=[C:31]([Cl:34])[CH:32]=2)/[C:27](=[CH:35]/[C:36]2[CH:41]=[C:40]([Cl:42])[CH:39]=[CH:38][C:37]=2[O:43][CH2:44][C:45]2([C:50]#[N:51])[CH2:49][CH2:48][CH2:47][CH2:46]2)/[C:26]1=[O:52])=[O:24])([CH3:21])([CH3:20])[CH3:19].CO. Product: [C:18]([O:22][C:23]([N:25]1[C:33]2[C:28](=[CH:29][CH:30]=[C:31]([Cl:34])[CH:32]=2)[C:27]2([CH:35]([C:36]3[CH:41]=[C:40]([Cl:42])[CH:39]=[CH:38][C:37]=3[O:43][CH2:44][C:45]3([C:50]#[N:51])[CH2:49][CH2:48][CH2:47][CH2:46]3)[CH2:12][C:10](=[O:11])[NH:9][CH:8]2[C:6]2[CH:7]=[C:2]([F:1])[CH:3]=[CH:4][C:5]=2[CH3:17])[C:26]1=[O:52])=[O:24])([CH3:21])([CH3:19])[CH3:20]. The catalyst class is: 11. (9) Reactant: [Br:1][C:2]1[CH:7]=[CH:6][C:5]([OH:8])=[C:4]([F:9])[CH:3]=1.Br[C:11]1[C:16]([C:17]([OH:19])=[O:18])=[C:15]([F:20])[C:14]([O:21][CH3:22])=[CH:13][CH:12]=1.C(OCC)(=O)C.C(=O)([O-])[O-].[Cs+].[Cs+]. Product: [Br:1][C:2]1[CH:7]=[CH:6][C:5]([O:8][C:11]2[C:16]([C:17]([OH:19])=[O:18])=[C:15]([F:20])[C:14]([O:21][CH3:22])=[CH:13][CH:12]=2)=[C:4]([F:9])[CH:3]=1. The catalyst class is: 11. (10) Reactant: [CH2:1]([C:4]1[CH:9]=[C:8]([O:10][CH3:11])[C:7]([OH:12])=[C:6]([N:13]=[N:14][C:15]2[CH:20]=[C:19]([Cl:21])[CH:18]=[CH:17][C:16]=2[N+:22]([O-])=O)[CH:5]=1)[CH:2]=[CH2:3].[OH-].[Na+].C(S(O)=O)(N)=N.Cl. Product: [CH2:1]([C:4]1[CH:9]=[C:8]([O:10][CH3:11])[C:7]([OH:12])=[C:6]([N:13]2[N:22]=[C:16]3[CH:17]=[CH:18][C:19]([Cl:21])=[CH:20][C:15]3=[N:14]2)[CH:5]=1)[CH:2]=[CH2:3]. The catalyst class is: 97.